This data is from Reaction yield outcomes from USPTO patents with 853,638 reactions. The task is: Predict the reaction yield, written as a fraction of the theoretical maximum amount of product (1.0 means a 100% yield; for example, 0.34 means a 34% yield). The reactants are [C:1]([N:4]1[C:13]2[C:8](=[CH:9][C:10]([N:14]3[CH2:19][CH2:18][N:17](C(OC(C)(C)C)=O)[CH2:16][CH2:15]3)=[CH:11][CH:12]=2)[C@H:7]([NH:27][C:28]2[CH:33]=[CH:32][C:31]([C:34]#[N:35])=[CH:30][N:29]=2)[C@@H:6]([CH3:36])[C@@H:5]1[CH2:37][CH3:38])(=[O:3])[CH3:2].C(O)(C(F)(F)F)=O. The catalyst is ClCCl.CO. The product is [C:1]([N:4]1[C:13]2[C:8](=[CH:9][C:10]([N:14]3[CH2:19][CH2:18][NH:17][CH2:16][CH2:15]3)=[CH:11][CH:12]=2)[C@H:7]([NH:27][C:28]2[CH:33]=[CH:32][C:31]([C:34]#[N:35])=[CH:30][N:29]=2)[C@@H:6]([CH3:36])[C@@H:5]1[CH2:37][CH3:38])(=[O:3])[CH3:2]. The yield is 0.990.